This data is from Full USPTO retrosynthesis dataset with 1.9M reactions from patents (1976-2016). The task is: Predict the reactants needed to synthesize the given product. (1) Given the product [CH3:1][C:2]([CH3:37])([CH2:6][O:7][C:8]1[CH:13]=[CH:12][C:11]([C:14]2[CH:15]=[CH:16][C:17]([C:20]3[NH:24][C:23]([C:25]([F:28])([F:26])[F:27])=[CH:22][N:21]=3)=[CH:18][CH:19]=2)=[CH:10][N:9]=1)[C:3]([OH:5])=[O:4], predict the reactants needed to synthesize it. The reactants are: [CH3:1][C:2]([CH3:37])([CH2:6][O:7][C:8]1[CH:13]=[CH:12][C:11]([C:14]2[CH:19]=[CH:18][C:17]([C:20]3[N:21](COCC[Si](C)(C)C)[CH:22]=[C:23]([C:25]([F:28])([F:27])[F:26])[N:24]=3)=[CH:16][CH:15]=2)=[CH:10][N:9]=1)[C:3]([OH:5])=[O:4]. (2) Given the product [CH:7]([NH:14][CH:15]([CH3:21])[CH:16]([OH:20])[CH2:17][OH:18])([C:4]1[CH:5]=[CH:6][CH:1]=[CH:2][CH:3]=1)[C:8]1[CH:13]=[CH:12][CH:11]=[CH:10][CH:9]=1, predict the reactants needed to synthesize it. The reactants are: [CH:1]1[CH:6]=[CH:5][C:4]([CH:7]([NH2:14])[C:8]2[CH:13]=[CH:12][CH:11]=[CH:10][CH:9]=2)=[CH:3][CH:2]=1.[C@H:15](O)([C:21]([O-])=O)[C@@H:16]([OH:20])[C:17]([O-])=[O:18].[Na+].[K+].[OH-].[Na+]. (3) The reactants are: CCN(C(C)C)C(C)C.[C:10]1([NH:16][C:17]2[CH:25]=[CH:24][C:20]([C:21]([OH:23])=O)=[CH:19][CH:18]=2)[CH:15]=[CH:14][CH:13]=[CH:12][CH:11]=1.CCN=C=NCCCN(C)C.C1C=CC2N(O)N=NC=2C=1.[NH2:47][CH2:48][C:49]([N:51]1[CH2:56][CH2:55][N:54]([C:57](=[O:69])[C:58]2[CH:63]=[C:62]([F:64])[CH:61]=[CH:60][C:59]=2[C:65]([F:68])([F:67])[F:66])[CH2:53][CH2:52]1)=[O:50].C(O)(C(F)(F)F)=O. Given the product [F:64][C:62]1[CH:61]=[CH:60][C:59]([C:65]([F:67])([F:66])[F:68])=[C:58]([CH:63]=1)[C:57]([N:54]1[CH2:55][CH2:56][N:51]([C:49](=[O:50])[CH2:48][NH:47][C:21](=[O:23])[C:20]2[CH:19]=[CH:18][C:17]([NH:16][C:10]3[CH:11]=[CH:12][CH:13]=[CH:14][CH:15]=3)=[CH:25][CH:24]=2)[CH2:52][CH2:53]1)=[O:69], predict the reactants needed to synthesize it.